Dataset: CYP3A4 substrate classification data from Carbon-Mangels et al.. Task: Regression/Classification. Given a drug SMILES string, predict its absorption, distribution, metabolism, or excretion properties. Task type varies by dataset: regression for continuous measurements (e.g., permeability, clearance, half-life) or binary classification for categorical outcomes (e.g., BBB penetration, CYP inhibition). Dataset: cyp3a4_substrate_carbonmangels. (1) The drug is CC[C@]1(C)CC(=O)NC1=O. The result is 1 (substrate). (2) The molecule is CCN[C@H](C)Cc1cccc(C(F)(F)F)c1. The result is 0 (non-substrate). (3) The molecule is COc1cc([C@@H]2c3cc4c(cc3[C@@H](O[C@@H]3O[C@@H]5CO[C@@H](C)O[C@H]5[C@H](O)[C@H]3O)[C@H]3COC(=O)[C@H]23)OCO4)cc(OC)c1O. The result is 1 (substrate).